This data is from Forward reaction prediction with 1.9M reactions from USPTO patents (1976-2016). The task is: Predict the product of the given reaction. (1) Given the reactants [C:1]([O:4][CH2:5][CH2:6][O:7][C:8]1[CH:12]=[C:11]([NH:13][S:14]([C:17]2[CH:22]=[CH:21][C:20]([C:23]([CH3:26])([CH3:25])[CH3:24])=[CH:19][CH:18]=2)(=[O:16])=[O:15])[O:10][N:9]=1)(=[O:3])[CH3:2].[I:27]N1C(=O)CCC1=O, predict the reaction product. The product is: [C:1]([O:4][CH2:5][CH2:6][O:7][C:8]1[C:12]([I:27])=[C:11]([NH:13][S:14]([C:17]2[CH:18]=[CH:19][C:20]([C:23]([CH3:26])([CH3:25])[CH3:24])=[CH:21][CH:22]=2)(=[O:15])=[O:16])[O:10][N:9]=1)(=[O:3])[CH3:2]. (2) Given the reactants C1(C[N:8]2[CH2:12][CH2:11][CH2:10][C@H:9]2[C:13]2([N:16]3[CH2:20][CH2:19][CH2:18][CH2:17]3)[CH2:15][CH2:14]2)C=CC=CC=1.[ClH:21], predict the reaction product. The product is: [ClH:21].[NH:8]1[CH2:12][CH2:11][CH2:10][C@H:9]1[C:13]1([N:16]2[CH2:20][CH2:19][CH2:18][CH2:17]2)[CH2:14][CH2:15]1.